This data is from Peptide-MHC class II binding affinity with 134,281 pairs from IEDB. The task is: Regression. Given a peptide amino acid sequence and an MHC pseudo amino acid sequence, predict their binding affinity value. This is MHC class II binding data. (1) The peptide sequence is AAQTAGTTVYGAFAA. The MHC is HLA-DQA10401-DQB10402 with pseudo-sequence HLA-DQA10401-DQB10402. The binding affinity (normalized) is 0.436. (2) The peptide sequence is HTLMSIVSSLHLSIR. The MHC is DRB1_0401 with pseudo-sequence DRB1_0401. The binding affinity (normalized) is 0.859. (3) The peptide sequence is VLVDEGRKVAIKGPL. The MHC is HLA-DQA10201-DQB10303 with pseudo-sequence HLA-DQA10201-DQB10303. The binding affinity (normalized) is 0. (4) The MHC is HLA-DQA10303-DQB10402 with pseudo-sequence HLA-DQA10303-DQB10402. The peptide sequence is VEFEPPHAATIRVLA. The binding affinity (normalized) is 0.590. (5) The MHC is DRB5_0101 with pseudo-sequence DRB5_0101. The peptide sequence is QLVPKLDEVYNAAYN. The binding affinity (normalized) is 0.0562.